Task: Binary Classification. Given a drug SMILES string, predict its activity (active/inactive) in a high-throughput screening assay against a specified biological target.. Dataset: M1 muscarinic receptor antagonist screen with 61,756 compounds (1) The molecule is S(=O)(=O)(NCc1nc(sc1)C)c1c(F)cccc1. The result is 0 (inactive). (2) The result is 0 (inactive). The compound is S(=O)(=O)(Nc1ccc(c2n3CCCCCc3nn2)cc1)c1cc2oc(=O)[nH]c2cc1. (3) The molecule is Brc1c(n(nc1)C)C(=O)Nc1c(SC)cccc1. The result is 0 (inactive). (4) The compound is S1(=O)(=O)CC(N(C(CC)C)C(=O)COC(=O)c2[nH]c(c(c2C)C(=O)C)C)CC1. The result is 0 (inactive). (5) The molecule is S(c1n(nnn1)c1ccccc1)CC(OC)=O. The result is 0 (inactive).